From a dataset of Forward reaction prediction with 1.9M reactions from USPTO patents (1976-2016). Predict the product of the given reaction. (1) Given the reactants [CH3:1][C:2]1[CH:7]=[C:6]([C:8]2[CH:9]=[CH:10][C:11]3[N:17]4[CH2:18][C@H:14]([CH2:15][CH2:16]4)[NH:13][C:12]=3[N:19]=2)[CH:5]=[CH:4][N:3]=1.C(N(CC)CC)C.ClC(Cl)(O[C:31](=[O:37])OC(Cl)(Cl)Cl)Cl.[F:39][C:40]1[C:41]([NH2:46])=[N:42][CH:43]=[CH:44][N:45]=1, predict the reaction product. The product is: [F:39][C:40]1[C:41]([NH:46][C:31]([N:13]2[C@@H:14]3[CH2:18][N:17]([CH2:16][CH2:15]3)[C:11]3[CH:10]=[CH:9][C:8]([C:6]4[CH:5]=[CH:4][N:3]=[C:2]([CH3:1])[CH:7]=4)=[N:19][C:12]2=3)=[O:37])=[N:42][CH:43]=[CH:44][N:45]=1. (2) Given the reactants CC1C(I)=CC(C=O)=CC=1I.[CH3:12][C:13]1[NH:14][CH:15]=[C:16](C)[CH:17]=1.FC(F)(F)C(O)=O.Cl[C:32]1[C:31](=O)[C:30]([C:35]#[N:36])=[C:30]([C:35]#[N:36])[C:31](=O)[C:32]=1Cl.CCN(CC)CC.[B:47](F)([F:49])[F:48].CCOCC, predict the reaction product. The product is: [B-:47]1([F:49])([F:48])[N+:14]2=[CH:15][CH:16]=[CH:17][C:13]2=[CH:12][C:35]2[N:36]1[CH:32]=[CH:31][CH:30]=2. (3) Given the reactants [N:1]1([C:7](=[NH:9])[NH2:8])[CH2:6][CH2:5][CH2:4][CH2:3][CH2:2]1.[CH:10]([C:25](OCC)=[O:26])([C:20](OCC)=[O:21])[CH:11]([C:15]([O:17]CC)=[O:16])[CH2:12][CH2:13][CH3:14].C[O-].[Na+], predict the reaction product. The product is: [OH:21][C:20]1[C:10]([CH:11]([CH2:12][CH2:13][CH3:14])[C:15]([OH:17])=[O:16])=[C:25]([OH:26])[N:8]=[C:7]([N:1]2[CH2:6][CH2:5][CH2:4][CH2:3][CH2:2]2)[N:9]=1. (4) Given the reactants [N:1]1([CH2:5][C:6]2[CH:11]=[CH:10][C:9]([N+:12]([O-])=O)=[CH:8][CH:7]=2)[CH2:4][CH2:3][CH2:2]1, predict the reaction product. The product is: [N:1]1([CH2:5][C:6]2[CH:11]=[CH:10][C:9]([NH2:12])=[CH:8][CH:7]=2)[CH2:2][CH2:3][CH2:4]1. (5) Given the reactants [C:1]([N:8]1[CH:12]=[CH:11]N=C1)([N:3]1[CH:7]=[CH:6]N=[CH:4]1)=[O:2].[F:13][C:14]([F:25])([F:24])[O:15][C:16]1C=[CH:22][CH:21]=[CH:20][C:17]=1CN.C(N(C(C)C)CC)(C)C.Cl.[Cl:36][C:37]1[CH:49]=[CH:48][C:40]([O:41][CH:42]2[CH2:47]CNCC2)=[CH:39][CH:38]=1, predict the reaction product. The product is: [F:13][C:14]([F:25])([F:24])[O:15][C:16]1[CH:17]=[CH:20][CH:21]=[CH:22][C:11]=1[CH2:12][NH:8][C:1]([N:3]1[CH2:4][CH2:47][CH:42]([O:41][C:40]2[CH:39]=[CH:38][C:37]([Cl:36])=[CH:49][CH:48]=2)[CH2:6][CH2:7]1)=[O:2]. (6) Given the reactants [Cl:1][CH2:2][C:3]([NH:5][NH:6][C:7](=[O:16])[C:8]1[CH:13]=[CH:12][CH:11]=[C:10]([C:14]#[N:15])[CH:9]=1)=O.O=P12OP3(OP(OP(O3)(O1)=O)(=O)O2)=O.CN(C=O)C.C([O-])([O-])=O.[K+].[K+], predict the reaction product. The product is: [Cl:1][CH2:2][C:3]1[O:16][C:7]([C:8]2[CH:9]=[C:10]([CH:11]=[CH:12][CH:13]=2)[C:14]#[N:15])=[N:6][N:5]=1. (7) Given the reactants [CH2:1]([O:8][C:9]([NH:11][C:12]1[CH:24]=[CH:23][C:15]([C:16]([O:18]C(C)(C)C)=[O:17])=[C:14]([F:25])[CH:13]=1)=[O:10])[C:2]1[CH:7]=[CH:6][CH:5]=[CH:4][CH:3]=1, predict the reaction product. The product is: [CH2:1]([O:8][C:9]([NH:11][C:12]1[CH:24]=[CH:23][C:15]([C:16]([OH:18])=[O:17])=[C:14]([F:25])[CH:13]=1)=[O:10])[C:2]1[CH:3]=[CH:4][CH:5]=[CH:6][CH:7]=1. (8) The product is: [CH3:1][C:2]1[CH:14]=[N:13][C:12]2[N:11]([CH2:19][CH2:18][C:20]3[CH:25]=[CH:24][N:23]=[CH:22][CH:21]=3)[C:10]3[CH2:9][CH2:8][N:7]4[CH2:15][CH2:16][CH2:17][CH:6]4[C:5]=3[C:4]=2[CH:3]=1. Given the reactants [CH3:1][C:2]1[CH:14]=[N:13][C:12]2[NH:11][C:10]3[CH2:9][CH2:8][N:7]4[CH2:15][CH2:16][CH2:17][CH:6]4[C:5]=3[C:4]=2[CH:3]=1.[CH:18]([C:20]1[CH:25]=[CH:24][N:23]=[CH:22][CH:21]=1)=[CH2:19].[OH-].[Na+], predict the reaction product. (9) Given the reactants [CH3:1][C:2]1[O:6][N:5]=[C:4]([CH2:7][O:8][C:9]2[CH:14]=[CH:13][C:12]([N+:15]([O-])=O)=[CH:11][CH:10]=2)[CH:3]=1.S(S([O-])=O)([O-])=O.[Na+].[Na+].C([O-])([O-])=O.[K+].[K+], predict the reaction product. The product is: [CH3:1][C:2]1[O:6][N:5]=[C:4]([CH2:7][O:8][C:9]2[CH:14]=[CH:13][C:12]([NH2:15])=[CH:11][CH:10]=2)[CH:3]=1. (10) Given the reactants [CH3:1][N:2]1[CH2:7][CH2:6][N:5]([C:8]2[CH:33]=[CH:32][C:11]([CH2:12][NH:13][C:14]3[N:23]([CH2:24][CH2:25][CH2:26][C:27]([O:29]C)=[O:28])[C:22](=[O:31])[C:21]4[C:16](=[CH:17][CH:18]=[CH:19][CH:20]=4)[N:15]=3)=[CH:10][CH:9]=2)[CH2:4][CH2:3]1, predict the reaction product. The product is: [CH3:1][N:2]1[CH2:7][CH2:6][N:5]([C:8]2[CH:33]=[CH:32][C:11]([CH2:12][NH:13][C:14]3[N:23]([CH2:24][CH2:25][CH2:26][C:27]([OH:29])=[O:28])[C:22](=[O:31])[C:21]4[C:16](=[CH:17][CH:18]=[CH:19][CH:20]=4)[N:15]=3)=[CH:10][CH:9]=2)[CH2:4][CH2:3]1.